From a dataset of Catalyst prediction with 721,799 reactions and 888 catalyst types from USPTO. Predict which catalyst facilitates the given reaction. (1) Reactant: C(=O)([O-])[O-].[Na+].[Na+].[ClH:7].[N:8]12[CH2:15][CH2:14][CH:11]([CH2:12][CH2:13]1)[C@@H:10]([NH:16][C:17]([C:19]1[S:20][C:21]3[C:27](Br)=[CH:26][CH:25]=[CH:24][C:22]=3[CH:23]=1)=[O:18])[CH2:9]2.[C:29]1(B(O)O)[CH:34]=[CH:33][CH:32]=[CH:31][CH:30]=1. Product: [ClH:7].[N:8]12[CH2:15][CH2:14][CH:11]([CH2:12][CH2:13]1)[C@@H:10]([NH:16][C:17]([C:19]1[S:20][C:21]3[C:27]([C:29]4[CH:34]=[CH:33][CH:32]=[CH:31][CH:30]=4)=[CH:26][CH:25]=[CH:24][C:22]=3[CH:23]=1)=[O:18])[CH2:9]2. The catalyst class is: 151. (2) Reactant: CCCC[N+](CCCC)(CCCC)CCCC.[F-].[F:19][C:20]([Si](C)(C)C)([F:22])[F:21].[Cl:27][C:28]1[C:33]([CH:34]=[O:35])=[CH:32][C:31]([C:36]#[N:37])=[CH:30][C:29]=1[NH:38][C:39]1[N:44]=[C:43]([NH:45][CH:46]2[CH2:48][CH2:47]2)[C:42]2=[N:49][CH:50]=[C:51]([C:52]#[N:53])[N:41]2[N:40]=1. Product: [Cl:27][C:28]1[C:33]([CH:34]([OH:35])[C:20]([F:22])([F:21])[F:19])=[CH:32][C:31]([C:36]#[N:37])=[CH:30][C:29]=1[NH:38][C:39]1[N:44]=[C:43]([NH:45][CH:46]2[CH2:48][CH2:47]2)[C:42]2=[N:49][CH:50]=[C:51]([C:52]#[N:53])[N:41]2[N:40]=1. The catalyst class is: 1. (3) Reactant: [NH2:1][C:2]1[C:3]([C:18]([OH:20])=O)=[N:4][C:5]([C:8]2[C:13]([C:14]([F:17])([F:16])[F:15])=[CH:12][CH:11]=[CH:10][N:9]=2)=[CH:6][N:7]=1.CN(C(ON1N=NC2C=CC=NC1=2)=[N+](C)C)C.F[P-](F)(F)(F)(F)F.C(N(C(C)C)C(C)C)C.[NH2:54][C:55]1[C:60]([N:61]2[CH2:66][CH2:65][CH:64]([NH:67][C:68](=[O:74])[O:69][C:70]([CH3:73])([CH3:72])[CH3:71])[CH2:63][CH2:62]2)=[CH:59][CH:58]=[CH:57][N:56]=1. Product: [NH2:1][C:2]1[C:3]([C:18]([NH:54][C:55]2[C:60]([N:61]3[CH2:66][CH2:65][CH:64]([NH:67][C:68](=[O:74])[O:69][C:70]([CH3:72])([CH3:71])[CH3:73])[CH2:63][CH2:62]3)=[CH:59][CH:58]=[CH:57][N:56]=2)=[O:20])=[N:4][C:5]([C:8]2[C:13]([C:14]([F:15])([F:16])[F:17])=[CH:12][CH:11]=[CH:10][N:9]=2)=[CH:6][N:7]=1. The catalyst class is: 3. (4) Reactant: Cl.[O:2]1CCO[CH:3]1[C:7]1[CH:8]=[C:9]([CH:14]2[C:27]3[CH:26]=[CH:25][C:24]4[C:19](=[N:20][CH:21]=[CH:22][CH:23]=4)[C:18]=3[NH:17][S:16](=[O:29])(=[O:28])[N:15]2[CH3:30])[CH:10]=[CH:11][C:12]=1[F:13].C([O-])([O-])=O.[K+].[K+]. Product: [F:13][C:12]1[CH:11]=[CH:10][C:9]([CH:14]2[C:27]3[CH:26]=[CH:25][C:24]4[C:19](=[N:20][CH:21]=[CH:22][CH:23]=4)[C:18]=3[NH:17][S:16](=[O:29])(=[O:28])[N:15]2[CH3:30])=[CH:8][C:7]=1[CH:3]=[O:2]. The catalyst class is: 1. (5) Reactant: [CH3:1][C:2]1[CH:7]=[CH:6][CH:5]=[CH:4][C:3]=1[NH:8][C:9]1[O:10][C:11]2[CH:17]=[C:16]([CH2:18][C:19](O)=[O:20])[CH:15]=[CH:14][C:12]=2[N:13]=1.[F:22][C@@H:23]1[CH2:27][NH:26][C@H:25]([CH2:28][O:29][CH2:30][CH2:31][CH2:32][CH2:33][C:34]([O:36]C)=[O:35])[CH2:24]1.CCN=C=NCCCN(C)C.Cl.C1C=CC2N(O)N=NC=2C=1.C(N(CC)CC)C. Product: [F:22][C@@H:23]1[CH2:27][N:26]([C:19](=[O:20])[CH2:18][C:16]2[CH:15]=[CH:14][C:12]3[N:13]=[C:9]([NH:8][C:3]4[CH:4]=[CH:5][CH:6]=[CH:7][C:2]=4[CH3:1])[O:10][C:11]=3[CH:17]=2)[C@H:25]([CH2:28][O:29][CH2:30][CH2:31][CH2:32][CH2:33][C:34]([OH:36])=[O:35])[CH2:24]1. The catalyst class is: 3. (6) Reactant: [OH:1][B:2]1[C:6]2[CH:7]=[C:8]([O:11][C:12]3[CH:17]=[CH:16][CH:15]=[CH:14][CH:13]=3)[CH:9]=[CH:10][C:5]=2[CH:4]([CH2:18][S:19]([NH:22]C(=O)OC(C)(C)C)(=[O:21])=[O:20])[O:3]1.C(O)(C(F)(F)F)=O. Product: [OH:1][B:2]1[C:6]2[CH:7]=[C:8]([O:11][C:12]3[CH:13]=[CH:14][CH:15]=[CH:16][CH:17]=3)[CH:9]=[CH:10][C:5]=2[CH:4]([CH2:18][S:19]([NH2:22])(=[O:20])=[O:21])[O:3]1. The catalyst class is: 2. (7) Reactant: [Br-].[CH2:2]([S+]1CCCC1)[C:3]1[CH:8]=[CH:7][CH:6]=[CH:5][CH:4]=1.[Br:14][C:15]1[CH:20]=[CH:19][C:18](/[CH:21]=[CH:22]/[C:23]([O:25][CH3:26])=[O:24])=[CH:17][CH:16]=1.[Li+].C[Si]([N-][Si](C)(C)C)(C)C. Product: [CH3:26][O:25][C:23]([C@@H:22]1[C@H:2]([C:3]2[CH:8]=[CH:7][CH:6]=[CH:5][CH:4]=2)[C@H:21]1[C:18]1[CH:17]=[CH:16][C:15]([Br:14])=[CH:20][CH:19]=1)=[O:24]. The catalyst class is: 2. (8) Reactant: C[Al](C)C.[C:5]([N:9]1[C:13]([NH2:14])=[CH:12][C:11]([CH2:15][CH2:16][C:17]2[CH:22]=[CH:21][CH:20]=[C:19]([O:23][CH3:24])[CH:18]=2)=[N:10]1)([CH3:8])([CH3:7])[CH3:6].[N:25]1([C:31]2[CH:41]=[CH:40][C:34]([C:35](OCC)=[O:36])=[CH:33][CH:32]=2)[CH2:30][CH2:29][NH:28][CH2:27][CH2:26]1. Product: [C:5]([N:9]1[C:13]([NH:14][C:35](=[O:36])[C:34]2[CH:33]=[CH:32][C:31]([N:25]3[CH2:30][CH2:29][NH:28][CH2:27][CH2:26]3)=[CH:41][CH:40]=2)=[CH:12][C:11]([CH2:15][CH2:16][C:17]2[CH:22]=[CH:21][CH:20]=[C:19]([O:23][CH3:24])[CH:18]=2)=[N:10]1)([CH3:8])([CH3:7])[CH3:6]. The catalyst class is: 11. (9) Reactant: [C:1]([O:5][C:6]([N:8]1[CH2:13][CH2:12][NH:11][CH2:10][CH2:9]1)=[O:7])([CH3:4])([CH3:3])[CH3:2].Br[CH2:15][CH2:16][N:17]1[C:21](=[O:22])[C:20]2=[CH:23][CH:24]=[CH:25][CH:26]=[C:19]2[C:18]1=[O:27].C(=O)([O-])[O-].[K+].[K+]. Product: [O:27]=[C:18]1[C:19]2[C:20](=[CH:23][CH:24]=[CH:25][CH:26]=2)[C:21](=[O:22])[N:17]1[CH2:16][CH2:15][N:11]1[CH2:12][CH2:13][N:8]([C:6]([O:5][C:1]([CH3:4])([CH3:2])[CH3:3])=[O:7])[CH2:9][CH2:10]1. The catalyst class is: 3. (10) Reactant: C(O)(=O)C=[O:3].CON=[CH:9][C@H:10]([F:31])[C@H:11]([O:23][CH2:24][C:25]1[CH:30]=[CH:29][CH:28]=[CH:27][CH:26]=1)[C@@H:12]([Br:22])[CH2:13][O:14][CH2:15][C:16]1[CH:21]=[CH:20][CH:19]=[CH:18][CH:17]=1.C(OCC)(=O)C.O. Product: [Br:22][C@@H:12]([CH2:13][O:14][CH2:15][C:16]1[CH:21]=[CH:20][CH:19]=[CH:18][CH:17]=1)[C@@H:11]([O:23][CH2:24][C:25]1[CH:30]=[CH:29][CH:28]=[CH:27][CH:26]=1)[C@H:10]([F:31])[CH:9]=[O:3]. The catalyst class is: 7.